This data is from Forward reaction prediction with 1.9M reactions from USPTO patents (1976-2016). The task is: Predict the product of the given reaction. (1) Given the reactants [NH2:1][C:2]1[CH:10]=[CH:9][C:8]([I:11])=[CH:7][C:3]=1[C:4]([OH:6])=O.[CH:12](OC)(OC)OC.C(O)(=O)C.[NH2:23][C:24]1[CH:25]=[C:26]([CH:33]=[CH:34][C:35]=1[CH3:36])[C:27]([NH:29][CH:30]1[CH2:32][CH2:31]1)=[O:28], predict the reaction product. The product is: [CH:30]1([NH:29][C:27](=[O:28])[C:26]2[CH:33]=[CH:34][C:35]([CH3:36])=[C:24]([N:23]3[C:4](=[O:6])[C:3]4[C:2](=[CH:10][CH:9]=[C:8]([I:11])[CH:7]=4)[N:1]=[CH:12]3)[CH:25]=2)[CH2:31][CH2:32]1. (2) Given the reactants [CH3:1][C:2]1([CH3:22])[CH2:11][CH2:10][C:9]([CH3:13])([CH3:12])[C:8]2[CH:7]=[C:6]([CH:14]=[O:15])[CH:5]=[C:4]([O:16][CH2:17][CH2:18][O:19][CH2:20][CH3:21])[C:3]1=2.[C:23]([Mg]Br)#[CH:24], predict the reaction product. The product is: [CH3:1][C:2]1([CH3:22])[CH2:11][CH2:10][C:9]([CH3:12])([CH3:13])[C:8]2[CH:7]=[C:6]([CH:14]([OH:15])[C:23]#[CH:24])[CH:5]=[C:4]([O:16][CH2:17][CH2:18][O:19][CH2:20][CH3:21])[C:3]1=2. (3) The product is: [F:1][C:2]1[CH:7]=[CH:6][CH:5]=[C:4]([F:8])[C:3]=1[C:16]1[CH:15]=[CH:14][CH:13]=[C:12]([CH:10]=[O:11])[CH:17]=1. Given the reactants [F:1][C:2]1[CH:7]=[CH:6][CH:5]=[C:4]([F:8])[C:3]=1Br.[CH:10]([C:12]1[CH:13]=[C:14](B(O)O)[CH:15]=[CH:16][CH:17]=1)=[O:11], predict the reaction product. (4) Given the reactants [Cl:1][C:2]1[CH:3]=[C:4]([CH:34]=[CH:35][CH:36]=1)[CH2:5][C:6]1[S:10][C:9]([NH:11][C:12]([C:14]2[CH:15]=[CH:16][C:17]([O:20][C@@H:21]3[CH2:26][CH2:25][C@H:24]([C:27]([O:29]C(C)(C)C)=[O:28])[CH2:23][CH2:22]3)=[N:18][CH:19]=2)=[O:13])=[N:8][N:7]=1.FC(F)(F)C(O)=O, predict the reaction product. The product is: [Cl:1][C:2]1[CH:3]=[C:4]([CH:34]=[CH:35][CH:36]=1)[CH2:5][C:6]1[S:10][C:9]([NH:11][C:12]([C:14]2[CH:15]=[CH:16][C:17]([O:20][C@@H:21]3[CH2:22][CH2:23][C@H:24]([C:27]([OH:29])=[O:28])[CH2:25][CH2:26]3)=[N:18][CH:19]=2)=[O:13])=[N:8][N:7]=1. (5) Given the reactants CO[C:3]1[CH:8]=[CH:7][N:6]=[C:5]([NH:9][C:10](=[O:26])[C:11]2[CH:16]=[CH:15][C:14]([B:17]3[O:21][C:20]([CH3:23])([CH3:22])[C:19]([CH3:25])([CH3:24])[O:18]3)=[CH:13][CH:12]=2)[CH:4]=1.[NH2:27][C:28]1C=C(C=CN=1)C#N, predict the reaction product. The product is: [C:28]([C:3]1[CH:8]=[CH:7][N:6]=[C:5]([NH:9][C:10](=[O:26])[C:11]2[CH:16]=[CH:15][C:14]([B:17]3[O:18][C:19]([CH3:25])([CH3:24])[C:20]([CH3:22])([CH3:23])[O:21]3)=[CH:13][CH:12]=2)[CH:4]=1)#[N:27]. (6) Given the reactants [CH3:1][N:2]([CH3:43])[CH2:3][CH2:4][NH:5][C:6]([C:8]1[C:9]([CH3:42])=[C:10]([O:15][C:16]2[C:21]([Br:22])=[CH:20][N:19]=[C:18]([NH:23][C:24]3[S:28][N:27]=[C:26]([CH:29]4[CH2:34][CH2:33][N:32](C(OC(C)(C)C)=O)[CH2:31][CH2:30]4)[N:25]=3)[CH:17]=2)[C:11]([CH3:14])=[N:12][CH:13]=1)=[O:7].[Cl:44]CCl.[ClH:47], predict the reaction product. The product is: [ClH:44].[ClH:47].[Br:22][C:21]1[C:16]([O:15][C:10]2[C:11]([CH3:14])=[N:12][CH:13]=[C:8]([C:9]=2[CH3:42])[C:6]([NH:5][CH2:4][CH2:3][N:2]([CH3:1])[CH3:43])=[O:7])=[CH:17][C:18]([NH:23][C:24]2[S:28][N:27]=[C:26]([CH:29]3[CH2:30][CH2:31][NH:32][CH2:33][CH2:34]3)[N:25]=2)=[N:19][CH:20]=1. (7) Given the reactants Cl.[C:2]([O:6][C:7]([NH:9][CH2:10][C:11]([OH:13])=O)=[O:8])([CH3:5])([CH3:4])[CH3:3].F[P-](F)(F)(F)(F)F.N1(OC(N(C)C)=[N+](C)C)C2N=CC=CC=2N=N1.C(N(CC)CC)C.[NH2:45][C:46]1[CH:68]=[CH:67][C:49]2[NH:50][C:51](=[C:53]([C:57]3[N:62]=[C:61]([C:63]([F:66])([F:65])[F:64])[CH:60]=[CH:59][N:58]=3)[C:54]([NH2:56])=[O:55])[S:52][C:48]=2[CH:47]=1, predict the reaction product. The product is: [C:2]([O:6][C:7]([NH:9][CH2:10][C:11]([NH:45][C:46]1[CH:68]=[CH:67][C:49]2[NH:50][C:51](=[C:53]([C:57]3[N:62]=[C:61]([C:63]([F:66])([F:65])[F:64])[CH:60]=[CH:59][N:58]=3)[C:54]([NH2:56])=[O:55])[S:52][C:48]=2[CH:47]=1)=[O:13])=[O:8])([CH3:3])([CH3:4])[CH3:5]. (8) Given the reactants [C:1]([OH:5])(=[O:4])[CH2:2][OH:3].[CH3:6][O:7][CH2:8][CH2:9][CH2:10][NH2:11], predict the reaction product. The product is: [C:1]([O-:5])(=[O:4])[CH2:2][OH:3].[CH3:6][O:7][CH2:8][CH2:9][CH2:10][NH3+:11]. (9) Given the reactants [NH2:1][C:2]1[C:10]([Br:11])=[CH:9][C:5]([C:6]([OH:8])=[O:7])=[CH:4][N:3]=1, predict the reaction product. The product is: [NH2:1][C:2]1[C:10]([Br:11])=[CH:9][C:5]([C:6]([O:8][C:5]([CH3:9])([CH3:6])[CH3:4])=[O:7])=[CH:4][N:3]=1.